From a dataset of Full USPTO retrosynthesis dataset with 1.9M reactions from patents (1976-2016). Predict the reactants needed to synthesize the given product. Given the product [CH3:22][C@@H:21]1[CH2:20][C@H:19]([CH3:23])[CH2:18][CH2:17][C@H:16]1[C:14]([OH:15])=[O:26].[CH2:1]([C@@H:8]1[CH2:12][O:11][C:10](=[O:13])[N:9]1[C:14]([C@@H:16]1[CH2:17][CH2:18][C@@H:19]([CH3:23])[CH2:20][C@H:21]1[CH3:22])=[O:15])[C:2]1[CH:3]=[CH:4][CH:5]=[CH:6][CH:7]=1, predict the reactants needed to synthesize it. The reactants are: [CH2:1]([C@@H:8]1[CH2:12][O:11][C:10](=[O:13])[N:9]1[C:14]([C@H:16]1[C@H:21]([CH3:22])[CH2:20][C:19]([CH3:23])=[CH:18][CH2:17]1)=[O:15])[C:2]1[CH:7]=[CH:6][CH:5]=[CH:4][CH:3]=1.CC[OH:26].